Dataset: Forward reaction prediction with 1.9M reactions from USPTO patents (1976-2016). Task: Predict the product of the given reaction. (1) Given the reactants O[C:2]1([CH3:18])[N:6]([C:7]([O:9][CH2:10][CH:11]=[CH2:12])=[O:8])[C@@H:5]([C:13]([O:15]CC)=[O:14])[CH2:4][CH2:3]1, predict the reaction product. The product is: [CH2:10]([O:9][C:7]([N:6]1[CH:2]([CH3:18])[CH2:3][CH2:4][C@@H:5]1[C:13]([OH:15])=[O:14])=[O:8])[CH:11]=[CH2:12]. (2) Given the reactants [NH2:1][C:2]1[CH:10]=[CH:9][C:5]([C:6]([OH:8])=O)=[CH:4][C:3]=1[O:11][C:12]([F:15])([F:14])[F:13].[NH2:16][CH:17]1[CH2:22][CH2:21][N:20]([CH3:23])[CH2:19][CH2:18]1.CCN(C(C)C)C(C)C.CN(C(ON1N=NC2C=CC=NC1=2)=[N+](C)C)C.F[P-](F)(F)(F)(F)F, predict the reaction product. The product is: [NH2:1][C:2]1[CH:10]=[CH:9][C:5]([C:6]([NH:16][CH:17]2[CH2:22][CH2:21][N:20]([CH3:23])[CH2:19][CH2:18]2)=[O:8])=[CH:4][C:3]=1[O:11][C:12]([F:15])([F:14])[F:13]. (3) Given the reactants [Br:1][C:2]1[C:3]([OH:12])=[N:4][C:5]([CH3:11])=[C:6]([N+:8]([O-:10])=[O:9])[CH:7]=1.[C:26]1(P([C:26]2[CH:31]=[CH:30][CH:29]=[CH:28][CH:27]=2)[C:26]2[CH:31]=[CH:30][CH:29]=[CH:28][CH:27]=2)[CH:31]=[CH:30][CH:29]=[CH:28][CH:27]=1.[N+](C(OC(C)C)=O)(C(O[CH:37]([CH3:39])[CH3:38])=O)=[N-], predict the reaction product. The product is: [Br:1][C:2]1[C:3]([O:12][C@H:29]2[CH2:28][CH2:27][C@H:26]([CH:37]([CH3:39])[CH3:38])[CH2:31][CH2:30]2)=[N:4][C:5]([CH3:11])=[C:6]([N+:8]([O-:10])=[O:9])[CH:7]=1. (4) The product is: [CH2:1]([CH:11]([CH2:51][CH2:52][CH2:53][CH2:54][CH2:55][CH2:56][CH2:57][CH2:58][CH2:59][CH2:60][CH2:61][CH3:62])[C:12]([NH:14][C:15]1[CH:16]=[C:17]([CH:22]=[C:23]([NH:25][C:26](=[O:50])[CH:27]([CH2:40][CH2:41][CH2:42][CH2:43][CH2:44][CH2:45][CH2:46][CH2:47][CH2:48][CH3:49])[CH2:28][CH2:29][CH2:30][CH2:31][CH2:32][CH2:33][CH2:34][CH2:35][CH2:36][CH2:37][CH2:38][CH3:39])[CH:24]=1)[C:18]([OH:20])=[O:19])=[O:13])[CH2:2][CH2:3][CH2:4][CH2:5][CH2:6][CH2:7][CH2:8][CH2:9][CH3:10]. Given the reactants [CH2:1]([CH:11]([CH2:51][CH2:52][CH2:53][CH2:54][CH2:55][CH2:56][CH2:57][CH2:58][CH2:59][CH2:60][CH2:61][CH3:62])[C:12]([NH:14][C:15]1[CH:16]=[C:17]([CH:22]=[C:23]([NH:25][C:26](=[O:50])[CH:27]([CH2:40][CH2:41][CH2:42][CH2:43][CH2:44][CH2:45][CH2:46][CH2:47][CH2:48][CH3:49])[CH2:28][CH2:29][CH2:30][CH2:31][CH2:32][CH2:33][CH2:34][CH2:35][CH2:36][CH2:37][CH2:38][CH3:39])[CH:24]=1)[C:18]([O:20]C)=[O:19])=[O:13])[CH2:2][CH2:3][CH2:4][CH2:5][CH2:6][CH2:7][CH2:8][CH2:9][CH3:10].[OH-].[K+].CO.O, predict the reaction product. (5) Given the reactants [ClH:1].C(OC(=O)[NH:8][CH:9]1[CH2:12][N:11]([C:13]([C:15]2[N:16]=[C:17]3[C:22]([C:23]([F:26])([F:25])[F:24])=[CH:21][C:20]([C:27]4[CH:28]=[N:29][NH:30][CH:31]=4)=[CH:19][N:18]3[C:32]=2[Br:33])=[O:14])[CH2:10]1)(C)(C)C, predict the reaction product. The product is: [ClH:1].[NH2:8][CH:9]1[CH2:12][N:11]([C:13]([C:15]2[N:16]=[C:17]3[C:22]([C:23]([F:26])([F:24])[F:25])=[CH:21][C:20]([C:27]4[CH:28]=[N:29][NH:30][CH:31]=4)=[CH:19][N:18]3[C:32]=2[Br:33])=[O:14])[CH2:10]1. (6) Given the reactants [OH:1][C:2]1[CH:3]=[CH:4][C:5]2[O:9][C:8]([C:10]3[O:14][N:13]=[C:12]([O:15][CH2:16][C@@H:17]([NH:19][C:20](=[O:26])[O:21][C:22]([CH3:25])([CH3:24])[CH3:23])[CH3:18])[CH:11]=3)=[N:7][C:6]=2[CH:27]=1.I[CH:29]([CH3:31])[CH3:30], predict the reaction product. The product is: [CH3:18][C@H:17]([NH:19][C:20](=[O:26])[O:21][C:22]([CH3:23])([CH3:25])[CH3:24])[CH2:16][O:15][C:12]1[CH:11]=[C:10]([C:8]2[O:9][C:5]3[CH:4]=[CH:3][C:2]([O:1][CH:29]([CH3:31])[CH3:30])=[CH:27][C:6]=3[N:7]=2)[O:14][N:13]=1. (7) Given the reactants [CH3:1][C@@:2]12[C:18](=O)[CH2:17][CH2:16][C@H:15]1[C@H:14]1[C@@H:5]([C:6]3[C:11]([CH2:12][CH2:13]1)=[CH:10][C:9]([OH:20])=[C:8]([O:21][CH3:22])[CH:7]=3)[CH2:4][CH2:3]2.O.NN.[OH-].[K+].Cl, predict the reaction product. The product is: [CH3:22][O:21][C:8]1[C:9]([OH:20])=[CH:10][C:11]2[CH2:12][CH2:13][C@@H:14]3[C@@H:5]([C:6]=2[CH:7]=1)[CH2:4][CH2:3][C@@:2]1([CH3:1])[C@H:15]3[CH2:16][CH2:17][CH2:18]1. (8) Given the reactants [N+:1]([C:4]1[C:13]2[C:8](=[CH:9][CH:10]=[CH:11][CH:12]=2)[C:7]([OH:14])=[CH:6][CH:5]=1)([O-:3])=[O:2].C1C=CC(P(C2C=CC=CC=2)C2C=CC=CC=2)=CC=1.[NH2:34][C:35]1[CH:40]=[C:39]([CH2:41]O)[CH:38]=[CH:37][N:36]=1.CC(OC(/N=N/C(OC(C)C)=O)=O)C, predict the reaction product. The product is: [NH2:34][C:35]1[CH:40]=[C:39]([CH2:41][O:14][C:7]2[C:8]3[C:13](=[CH:12][CH:11]=[CH:10][CH:9]=3)[C:4]([N+:1]([O-:3])=[O:2])=[CH:5][CH:6]=2)[CH:38]=[CH:37][N:36]=1.